From a dataset of Reaction yield outcomes from USPTO patents with 853,638 reactions. Predict the reaction yield, written as a fraction of the theoretical maximum amount of product (1.0 means a 100% yield; for example, 0.34 means a 34% yield). (1) The reactants are [OH:1][C:2]1[CH:11]=[C:10]2[C:5]([CH2:6][CH2:7][CH2:8][C:9]2=[O:12])=[CH:4][CH:3]=1.[Br:13][C:14]1[CH:19]=[CH:18][C:17]([Cl:20])=[CH:16][C:15]=1[CH2:21]Br.C(=O)([O-])[O-].[K+].[K+]. The catalyst is CN(C)C=O.C(OCC)(=O)C. The product is [Br:13][C:14]1[CH:19]=[CH:18][C:17]([Cl:20])=[CH:16][C:15]=1[CH2:21][O:1][C:2]1[CH:11]=[C:10]2[C:5]([CH2:6][CH2:7][CH2:8][C:9]2=[O:12])=[CH:4][CH:3]=1. The yield is 0.890. (2) The reactants are [F:1][C:2]1[CH:7]=[CH:6][C:5]([N:8]2[C:16]3[CH2:15][CH2:14][CH2:13][N:12]([C:17](=[O:28])[CH2:18][N:19]4[CH:23]=[C:22]([C:24]([NH2:27])=[N:25][OH:26])[CH:21]=[N:20]4)[C:11]=3[CH:10]=[N:9]2)=[CH:4][CH:3]=1.[CH3:29]C1C=CC(S(O)(=O)=O)=CC=1.O. The catalyst is C(OC)(OC)OC. The product is [F:1][C:2]1[CH:3]=[CH:4][C:5]([N:8]2[C:16]3[CH2:15][CH2:14][CH2:13][N:12]([C:17](=[O:28])[CH2:18][N:19]4[CH:23]=[C:22]([C:24]5[N:27]=[CH:29][O:26][N:25]=5)[CH:21]=[N:20]4)[C:11]=3[CH:10]=[N:9]2)=[CH:6][CH:7]=1. The yield is 0.210. (3) The reactants are [N:1]1[C:10]2[C:5](=[CH:6][CH:7]=[CH:8][CH:9]=2)[N:4]=[CH:3][C:2]=1[C:11]1[CH:12]=[C:13]([NH2:17])[CH:14]=[CH:15][CH:16]=1.C(N(C(C)C)CC)(C)C.[Cl:27][CH:28]([Cl:32])[C:29](Cl)=[O:30]. The yield is 0.400. The catalyst is C1COCC1.C(OCC)(=O)C. The product is [Cl:27][CH:28]([Cl:32])[C:29]([NH:17][C:13]1[CH:14]=[CH:15][CH:16]=[C:11]([C:2]2[CH:3]=[N:4][C:5]3[C:10](=[CH:9][CH:8]=[CH:7][CH:6]=3)[N:1]=2)[CH:12]=1)=[O:30].